This data is from Forward reaction prediction with 1.9M reactions from USPTO patents (1976-2016). The task is: Predict the product of the given reaction. Given the reactants [NH2:1][C:2]1[CH:11]=[CH:10][CH:9]=[C:8]2[C:3]=1[C:4](=[O:14])[CH2:5][C:6]([CH3:13])([CH3:12])[O:7]2.[I:15](Cl)(=O)=O.I(Cl)(=O)=O.C([N+](CC)(CC)CC)C1C=CC=CC=1.C(=O)(O)[O-].[Na+].C(Cl)Cl, predict the reaction product. The product is: [NH2:1][C:2]1[C:11]([I:15])=[CH:10][CH:9]=[C:8]2[C:3]=1[C:4](=[O:14])[CH2:5][C:6]([CH3:12])([CH3:13])[O:7]2.